Dataset: Forward reaction prediction with 1.9M reactions from USPTO patents (1976-2016). Task: Predict the product of the given reaction. (1) Given the reactants [OH:1][C:2]1[CH:3]=[C:4]([CH:7]=[CH:8][CH:9]=1)[CH:5]=[O:6].C([O-])(=O)C.[Na+].[Br:15]Br, predict the reaction product. The product is: [Br:15][C:3]1[C:2]([OH:1])=[CH:9][CH:8]=[CH:7][C:4]=1[CH:5]=[O:6]. (2) Given the reactants [CH:1]1([NH:4][C:5]([C:7]2[CH:8]=[CH:9][C:10]([CH3:38])=[C:11]([C:13]3[CH:14]=[C:15]4[C:20](=[CH:21][CH:22]=3)[C:19](=[O:23])[N:18]([CH2:24][CH:25]3[CH2:30][CH2:29][N:28](C(OC(C)(C)C)=O)[CH2:27][CH2:26]3)[CH:17]=[CH:16]4)[CH:12]=2)=[O:6])[CH2:3][CH2:2]1.Cl, predict the reaction product. The product is: [CH:1]1([NH:4][C:5](=[O:6])[C:7]2[CH:8]=[CH:9][C:10]([CH3:38])=[C:11]([C:13]3[CH:14]=[C:15]4[C:20](=[CH:21][CH:22]=3)[C:19](=[O:23])[N:18]([CH2:24][CH:25]3[CH2:30][CH2:29][NH:28][CH2:27][CH2:26]3)[CH:17]=[CH:16]4)[CH:12]=2)[CH2:2][CH2:3]1. (3) Given the reactants [F:1][C:2]1([CH:8]([OH:11])C#N)[CH2:7][CH2:6][O:5][CH2:4][CH2:3]1.[BH4-].[Na+].CC(C)=O, predict the reaction product. The product is: [F:1][C:2]1([CH2:8][OH:11])[CH2:7][CH2:6][O:5][CH2:4][CH2:3]1. (4) Given the reactants [O:1]1[CH:5]=[CH:4][CH:3]=[C:2]1[CH2:6][NH2:7].[CH3:8][C:9]([O:12][C:13](O[C:13]([O:12][C:9]([CH3:11])([CH3:10])[CH3:8])=[O:14])=[O:14])([CH3:11])[CH3:10], predict the reaction product. The product is: [C:9]([O:12][C:13](=[O:14])[NH:7][CH2:6][C:2]1[O:1][CH:5]=[CH:4][CH:3]=1)([CH3:11])([CH3:10])[CH3:8]. (5) Given the reactants C(OC([N:8]1[CH2:13][CH2:12][C:11]([C:15]2[CH:20]=[CH:19][C:18]([F:21])=[CH:17][C:16]=2[F:22])(O)[CH2:10][CH2:9]1)=O)(C)(C)C.S(=O)(=O)(O)O.[OH-].[Na+], predict the reaction product. The product is: [F:22][C:16]1[CH:17]=[C:18]([F:21])[CH:19]=[CH:20][C:15]=1[C:11]1[CH2:12][CH2:13][NH:8][CH2:9][CH:10]=1. (6) Given the reactants [C:1]([O:5][C:6]([N:8]1[CH2:13][CH2:12][N:11]([C:14]2[CH:19]=[C:18]([O:20][CH3:21])[CH:17]=[C:16]([N+:22]([O-])=O)[C:15]=2[C:25]#[N:26])[CH2:10][CH2:9]1)=[O:7])([CH3:4])([CH3:3])[CH3:2].C(OCC)(=O)C.NN, predict the reaction product. The product is: [C:1]([O:5][C:6]([N:8]1[CH2:13][CH2:12][N:11]([C:14]2[CH:19]=[C:18]([O:20][CH3:21])[CH:17]=[C:16]([NH2:22])[C:15]=2[C:25]#[N:26])[CH2:10][CH2:9]1)=[O:7])([CH3:4])([CH3:2])[CH3:3]. (7) The product is: [C:1]([O:5][C:6](=[O:14])[NH:7][C:8]1[CH:12]=[C:11]([NH:13][C:25]([NH:24][C:20]2[CH:21]=[CH:22][CH:23]=[C:18]([C:15](=[O:17])[CH3:16])[CH:19]=2)=[S:26])[NH:10][N:9]=1)([CH3:4])([CH3:2])[CH3:3]. Given the reactants [C:1]([O:5][C:6](=[O:14])[NH:7][C:8]1[NH:9][N:10]=[C:11]([NH2:13])[CH:12]=1)([CH3:4])([CH3:3])[CH3:2].[C:15]([C:18]1[CH:19]=[C:20]([N:24]=[C:25]=[S:26])[CH:21]=[CH:22][CH:23]=1)(=[O:17])[CH3:16], predict the reaction product.